Dataset: Catalyst prediction with 721,799 reactions and 888 catalyst types from USPTO. Task: Predict which catalyst facilitates the given reaction. (1) Reactant: [Cl:1][C:2]1[CH:7]=[CH:6][C:5]([CH2:8][OH:9])=[C:4]([N+:10]([O-])=O)[CH:3]=1. Product: [NH2:10][C:4]1[CH:3]=[C:2]([Cl:1])[CH:7]=[CH:6][C:5]=1[CH2:8][OH:9]. The catalyst class is: 865. (2) Reactant: [NH2:1][C:2]1[CH:22]=[CH:21][C:5]2[CH2:6][CH2:7][N:8]([C:11]([O:13][CH2:14][C:15]3[CH:20]=[CH:19][CH:18]=[CH:17][CH:16]=3)=[O:12])[CH2:9][CH2:10][C:4]=2[CH:3]=1.N1C=CC=CC=1.[C:29]1([C:39]2[CH:44]=[CH:43][CH:42]=[CH:41][CH:40]=2)[CH:34]=[CH:33][C:32]([S:35](Cl)(=[O:37])=[O:36])=[CH:31][CH:30]=1. Product: [CH2:14]([O:13][C:11]([N:8]1[CH2:7][CH2:6][C:5]2[CH:21]=[CH:22][C:2]([NH:1][S:35]([C:32]3[CH:31]=[CH:30][C:29]([C:39]4[CH:44]=[CH:43][CH:42]=[CH:41][CH:40]=4)=[CH:34][CH:33]=3)(=[O:37])=[O:36])=[CH:3][C:4]=2[CH2:10][CH2:9]1)=[O:12])[C:15]1[CH:16]=[CH:17][CH:18]=[CH:19][CH:20]=1. The catalyst class is: 4. (3) Reactant: [CH:1]([O:3][CH:4]([CH2:23][CH2:24][CH2:25][CH2:26][CH2:27][CH2:28][CH2:29][CH2:30]/[CH:31]=[CH:32]\[CH2:33]/[CH:34]=[CH:35]\[CH2:36][CH2:37][CH2:38][CH2:39][CH3:40])[CH2:5][CH2:6][CH2:7][CH2:8][CH2:9][CH2:10][CH2:11][CH2:12]/[CH:13]=[CH:14]\[CH2:15]/[CH:16]=[CH:17]\[CH2:18][CH2:19][CH2:20][CH2:21][CH3:22])=O.[CH2:41]([OH:48])[CH2:42][CH:43]([OH:47])[CH2:44]CO.C1(C)C=CC(S([O-])(=O)=O)=CC=1.[NH+]1C=CC=CC=1. Product: [CH2:5]([C:4]1([CH2:23][CH2:24][CH2:25][CH2:26][CH2:27][CH2:28][CH2:29][CH2:30]/[CH:31]=[CH:32]\[CH2:33]/[CH:34]=[CH:35]\[CH2:36][CH2:37][CH2:38][CH2:39][CH3:40])[O:47][CH:43]([CH2:42][CH2:41][OH:48])[CH2:44][CH2:1][O:3]1)[CH2:6][CH2:7][CH2:8][CH2:9][CH2:10][CH2:11][CH2:12]/[CH:13]=[CH:14]\[CH2:15]/[CH:16]=[CH:17]\[CH2:18][CH2:19][CH2:20][CH2:21][CH3:22]. The catalyst class is: 11. (4) Reactant: [BH4-].[Na+].[O:3]=[C:4]1[CH2:7][CH:6]([C:8]([O:10][CH2:11][C:12]2[CH:17]=[CH:16][CH:15]=[CH:14][CH:13]=2)=[O:9])[CH2:5]1. Product: [OH:3][CH:4]1[CH2:7][CH:6]([C:8]([O:10][CH2:11][C:12]2[CH:17]=[CH:16][CH:15]=[CH:14][CH:13]=2)=[O:9])[CH2:5]1. The catalyst class is: 87. (5) Reactant: C([O-])(=O)C.[NH4+].C([NH:10][C:11]([C:13]1[C:18]([CH2:19][C:20](=O)[CH3:21])=[C:17]([CH3:23])[CH:16]=[CH:15][N:14]=1)=[O:12])(C)(C)C.[OH-].[Na+]. Product: [CH3:23][C:17]1[C:18]2[C:13](=[C:11]([OH:12])[N:10]=[C:20]([CH3:21])[CH:19]=2)[N:14]=[CH:15][CH:16]=1. The catalyst class is: 15.